Dataset: Full USPTO retrosynthesis dataset with 1.9M reactions from patents (1976-2016). Task: Predict the reactants needed to synthesize the given product. (1) Given the product [Cl:1][C:2]1[CH:11]=[C:6]([CH2:7][OH:8])[C:5]([O:12][CH3:13])=[CH:4][C:3]=1[OH:14], predict the reactants needed to synthesize it. The reactants are: [Cl:1][C:2]1[C:3]([OH:14])=[CH:4][C:5]([O:12][CH3:13])=[C:6]([CH:11]=1)[C:7](OC)=[O:8].[H-].[Al+3].[Li+].[H-].[H-].[H-].C([C@@H]([C@H](C([O-])=O)O)O)([O-])=O.C(OCC)(=O)C. (2) Given the product [F:21][C:22]1[CH:28]=[C:27]([F:29])[C:26]([O:30][CH3:31])=[CH:25][C:23]=1[NH:24][C:2]1[CH:3]=[CH:4][C:5]([O:8][C:9]2[CH:14]=[CH:13][CH:12]=[C:11]([N:15]3[CH2:20][CH2:19][O:18][CH2:17][CH2:16]3)[CH:10]=2)=[CH:6][N:7]=1, predict the reactants needed to synthesize it. The reactants are: Cl[C:2]1[N:7]=[CH:6][C:5]([O:8][C:9]2[CH:10]=[C:11]([N:15]3[CH2:20][CH2:19][O:18][CH2:17][CH2:16]3)[CH:12]=[CH:13][CH:14]=2)=[CH:4][CH:3]=1.[F:21][C:22]1[CH:28]=[C:27]([F:29])[C:26]([O:30][CH3:31])=[CH:25][C:23]=1[NH2:24].C1(P(C2C=CC=CC=2)C2C3OC4C(=CC=CC=4P(C4C=CC=CC=4)C4C=CC=CC=4)C(C)(C)C=3C=CC=2)C=CC=CC=1.C(=O)([O-])[O-].[Cs+].[Cs+]. (3) Given the product [NH:1]1[CH:5]=[C:4]([C:6]2[N:11]=[C:10]3[S:12][C:13]([NH:15][C:23](=[O:24])[C:22]4[CH:26]=[CH:27][C:19]([CH:16]5[CH2:18][CH2:17]5)=[CH:20][CH:21]=4)=[N:14][C:9]3=[CH:8][CH:7]=2)[CH:3]=[N:2]1, predict the reactants needed to synthesize it. The reactants are: [NH:1]1[CH:5]=[C:4]([C:6]2[N:11]=[C:10]3[S:12][C:13]([NH2:15])=[N:14][C:9]3=[CH:8][CH:7]=2)[CH:3]=[N:2]1.[CH:16]1([C:19]2[CH:27]=[CH:26][C:22]([C:23](O)=[O:24])=[CH:21][CH:20]=2)[CH2:18][CH2:17]1.C1C=CC2N(O)N=NC=2C=1.C(Cl)CCl.CCN(CC)CC. (4) Given the product [CH3:1][S:2]([C:5]1[CH:6]=[CH:7][C:8]([N:14]2[CH2:19][CH2:18][O:17][CH2:16][CH2:15]2)=[C:9]([C:10]([N:31]2[CH2:32][CH2:33][N:28]([C:26]3[S:27][C:23]([C:22]([F:35])([F:21])[F:34])=[CH:24][N:25]=3)[CH2:29][CH2:30]2)=[O:12])[CH:13]=1)(=[O:3])=[O:4], predict the reactants needed to synthesize it. The reactants are: [CH3:1][S:2]([C:5]1[CH:6]=[CH:7][C:8]([N:14]2[CH2:19][CH2:18][O:17][CH2:16][CH2:15]2)=[C:9]([CH:13]=1)[C:10]([OH:12])=O)(=[O:4])=[O:3].Cl.[F:21][C:22]([F:35])([F:34])[C:23]1[S:27][C:26]([N:28]2[CH2:33][CH2:32][NH:31][CH2:30][CH2:29]2)=[N:25][CH:24]=1. (5) Given the product [CH3:3][CH:2]([C:4]1[CH:13]=[CH:12][C:11]2[C@@:10]3([CH3:22])[CH2:14][CH2:15][CH2:16][C@:17]([C:19]([OH:21])=[O:20])([CH3:18])[C@@H:9]3[CH2:8][CH2:7][C:6]=2[CH:5]=1)[CH3:1], predict the reactants needed to synthesize it. The reactants are: [CH3:1][CH:2]([C:4]1[CH2:13][CH2:12][C@H:11]2[C:6](=[CH:7][CH2:8][C@H:9]3[C@@:17]([C:19]([OH:21])=[O:20])([CH3:18])[CH2:16][CH2:15][CH2:14][C@@:10]32[CH3:22])[CH:5]=1)[CH3:3]. (6) Given the product [Cl:35][C:31]1[CH:30]=[C:29]2[NH:28][C:27](=[O:36])[C:13]3([CH:12]([C:6]4[CH:7]=[C:8]([Cl:11])[CH:9]=[CH:10][C:5]=4[O:4][CH2:3][CH2:2][NH:1][C:39]([N:38]([CH3:42])[CH3:37])=[O:40])[CH2:17][C:16](=[O:18])[NH:15][CH:14]3[C:19]3[CH:24]=[C:23]([F:25])[CH:22]=[CH:21][C:20]=3[CH3:26])[C:34]2=[CH:33][CH:32]=1, predict the reactants needed to synthesize it. The reactants are: [NH2:1][CH2:2][CH2:3][O:4][C:5]1[CH:10]=[CH:9][C:8]([Cl:11])=[CH:7][C:6]=1[CH:12]1[CH2:17][C:16](=[O:18])[NH:15][CH:14]([C:19]2[CH:24]=[C:23]([F:25])[CH:22]=[CH:21][C:20]=2[CH3:26])[C:13]21[C:34]1[C:29](=[CH:30][C:31]([Cl:35])=[CH:32][CH:33]=1)[NH:28][C:27]2=[O:36].[CH3:37][N:38]([CH3:42])[C:39](Cl)=[O:40].C(N(CC)CC)C.